From a dataset of Full USPTO retrosynthesis dataset with 1.9M reactions from patents (1976-2016). Predict the reactants needed to synthesize the given product. (1) Given the product [ClH:19].[NH2:11][C:8]1[CH:9]=[CH:10][C:5]([CH2:4][C:3]([OH:18])=[O:2])=[CH:6][C:7]=1[N+:15]([O-:17])=[O:16], predict the reactants needed to synthesize it. The reactants are: C[O:2][C:3](=[O:18])[CH2:4][C:5]1[CH:10]=[CH:9][C:8]([NH:11]C(=O)C)=[C:7]([N+:15]([O-:17])=[O:16])[CH:6]=1.[ClH:19]. (2) Given the product [O:32]1[CH:33]=[CH:34][CH:35]=[C:31]1[CH2:30][NH:29][S:26]([C:23]1[CH:22]=[CH:21][C:20]([C:2]2[C:3]3[C:11](=[O:13])[N:7]4[C@H:6]([C:4]=3[N:49]=[C:50]([CH2:57][CH2:58][C:59]3[CH:60]=[CH:61][C:62]([C:65]([F:66])([F:67])[F:68])=[CH:63][CH:64]=3)[C:51]=2[C:52]([O:54][CH2:55][CH3:56])=[O:53])[CH2:10][CH2:9][CH2:8]4)=[CH:25][CH:24]=1)(=[O:27])=[O:28], predict the reactants needed to synthesize it. The reactants are: O=[CH:2][CH2:3][C:4]([CH:6]1[CH2:10][CH2:9][CH2:8][N:7]1[C:11]([O:13]C(C)(C)C)=O)=O.C([C:20]1[CH:25]=[CH:24][C:23]([S:26]([NH:29][CH2:30][C:31]2[O:32][CH:33]=[CH:34][CH:35]=2)(=[O:28])=[O:27])=[CH:22][CH:21]=1)=O.N1CCCCC1.C(OC)(OC)OC.[NH2:49]/[C:50](/[CH2:57][CH2:58][C:59]1[CH:64]=[CH:63][C:62]([C:65]([F:68])([F:67])[F:66])=[CH:61][CH:60]=1)=[CH:51]\[C:52]([O:54][CH2:55][CH3:56])=[O:53].C(C1C(=O)C(Cl)=C(Cl)C(=O)C=1C#N)#N. (3) Given the product [CH3:1][C:2]1[C:7]2[CH2:8][CH2:9][CH2:10][CH2:11][N:12]([C:13](=[O:44])[CH2:14][N:15]3[C:21]4[CH:22]=[CH:23][CH:24]=[CH:25][C:20]=4[N:19]([C:26]4[CH:27]=[CH:28][CH:29]=[CH:30][CH:31]=4)[C:18](=[O:32])[C@H:17]([CH2:33][C:34]4[C:42]5[CH2:41][CH2:40][CH2:39][CH2:38][C:37]=5[NH:36][N:35]=4)[C:16]3=[O:43])[C:6]=2[CH:5]=[C:4]([CH3:45])[CH:3]=1, predict the reactants needed to synthesize it. The reactants are: [CH3:1][C:2]1[C:7]2[CH2:8][CH2:9][CH2:10][CH2:11][N:12]([C:13](=[O:44])[CH2:14][N:15]3[C:21]4[CH:22]=[CH:23][CH:24]=[CH:25][C:20]=4[N:19]([C:26]4[CH:31]=[CH:30][CH:29]=[CH:28][CH:27]=4)[C:18](=[O:32])[C@H:17]([CH2:33][C:34]4[C:42]5[C:37](=[CH:38][CH:39]=[CH:40][CH:41]=5)[NH:36][N:35]=4)[C:16]3=[O:43])[C:6]=2[CH:5]=[C:4]([CH3:45])[CH:3]=1. (4) Given the product [Li:13][C:7]1([C:1]2[CH:2]=[CH:3][CH:4]=[CH:5][CH:6]=2)[S:8][CH2:9][CH2:10][CH2:11][S:12]1, predict the reactants needed to synthesize it. The reactants are: [C:1]1([CH:7]2[S:12][CH2:11][CH2:10][CH2:9][S:8]2)[CH:6]=[CH:5][CH:4]=[CH:3][CH:2]=1.[Li:13]CCCC.C=CC=C.C=CC=C.C=CC1C=CC=CC=1.